This data is from Catalyst prediction with 721,799 reactions and 888 catalyst types from USPTO. The task is: Predict which catalyst facilitates the given reaction. (1) Reactant: Cl[CH2:2][CH2:3][NH:4][C@:5]12[CH2:40][CH2:39][C@@H:38]([C:41]([CH3:43])=[CH2:42])[C@@H:6]1[C@@H:7]1[C@@:20]([CH3:23])([CH2:21][CH2:22]2)[C@@:19]2([CH3:24])[C@@H:10]([C@:11]3([CH3:37])[C@@H:16]([CH2:17][CH2:18]2)[C:15]([CH3:26])([CH3:25])[C:14]([C:27]2[CH:36]=[CH:35][C:30]([C:31]([O:33][CH3:34])=[O:32])=[CH:29][CH:28]=2)=[CH:13][CH2:12]3)[CH2:9][CH2:8]1.[C@@H:44]12[NH:52][C@@H:48]([CH2:49][CH2:50][CH2:51]1)[CH2:47][O:46][CH2:45]2.CCN(C(C)C)C(C)C. Product: [C@@H:48]12[N:52]([CH2:2][CH2:3][NH:4][C@:5]34[CH2:40][CH2:39][C@@H:38]([C:41]([CH3:43])=[CH2:42])[C@@H:6]3[C@@H:7]3[C@@:20]([CH3:23])([CH2:21][CH2:22]4)[C@@:19]4([CH3:24])[C@@H:10]([C@:11]5([CH3:37])[C@@H:16]([CH2:17][CH2:18]4)[C:15]([CH3:26])([CH3:25])[C:14]([C:27]4[CH:36]=[CH:35][C:30]([C:31]([O:33][CH3:34])=[O:32])=[CH:29][CH:28]=4)=[CH:13][CH2:12]5)[CH2:9][CH2:8]3)[C@@H:44]([CH2:51][CH2:50][CH2:49]1)[CH2:45][O:46][CH2:47]2. The catalyst class is: 16. (2) Reactant: [CH2:1]1[C:5]2([CH2:9][CH:8]=[CH:7][CH2:6]2)[CH2:4][C@@H:3]([C:10]([O:12][CH3:13])=[O:11])[N:2]1[C:14]([O:16][C:17]([CH3:20])([CH3:19])[CH3:18])=[O:15]. Product: [CH2:1]1[C:5]2([CH2:6][CH2:7][CH2:8][CH2:9]2)[CH2:4][C@@H:3]([C:10]([O:12][CH3:13])=[O:11])[N:2]1[C:14]([O:16][C:17]([CH3:20])([CH3:19])[CH3:18])=[O:15]. The catalyst class is: 350. (3) Reactant: [CH2:1]([CH:3]([C:6]1[CH:7]=[C:8]([CH:12]=[C:13]([O:15][CH3:16])[N:14]=1)[C:9]([OH:11])=O)[CH2:4][CH3:5])[CH3:2].CCN(C(C)C)C(C)C.CN(C(ON1N=NC2C=CC=CC1=2)=[N+](C)C)C.[B-](F)(F)(F)F.[CH2:48]([C:50]1[CH:51]=[C:52]([CH:57]=[C:58]([CH3:61])[C:59]=1[OH:60])[C:53]([NH:55]O)=[NH:54])[CH3:49]. Product: [CH2:48]([C:50]1[CH:51]=[C:52]([C:53]2[N:55]=[C:9]([C:8]3[CH:12]=[C:13]([O:15][CH3:16])[N:14]=[C:6]([CH:3]([CH2:1][CH3:2])[CH2:4][CH3:5])[CH:7]=3)[O:11][N:54]=2)[CH:57]=[C:58]([CH3:61])[C:59]=1[OH:60])[CH3:49]. The catalyst class is: 85. (4) Reactant: [CH3:1][O:2][C:3]([C:5]1[CH:6]=[C:7]2C(CN(C)C)=[CH:12][N:11]([CH2:18][C:19]3[CH:24]=[CH:23][C:22]([F:25])=[CH:21][CH:20]=3)[C:8]2=[CH:9][N:10]=1)=[O:4].[Mn]([O-])(=O)(=O)=[O:27].[K+].C[C:33]([CH3:35])=[O:34]. Product: [F:25][C:22]1[CH:23]=[CH:24][C:19]([CH2:18][N:11]2[C:8]3=[CH:9][N:10]=[C:5]([C:3]([O:2][CH3:1])=[O:4])[CH:6]=[C:7]3[C:35]([C:33]([OH:27])=[O:34])=[CH:12]2)=[CH:20][CH:21]=1. The catalyst class is: 6. (5) Product: [OH:1][CH2:2][CH2:3][C:4]1[CH:9]=[CH:8][C:7]([O:10][C:18](=[O:23])[C:19]([CH3:22])([CH3:21])[CH3:20])=[CH:6][CH:5]=1. The catalyst class is: 4. Reactant: [OH:1][CH2:2][CH2:3][C:4]1[CH:9]=[CH:8][C:7]([OH:10])=[CH:6][CH:5]=1.C(N(CC)CC)C.[C:18](Cl)(=[O:23])[C:19]([CH3:22])([CH3:21])[CH3:20]. (6) Reactant: C[O:2][C:3]([C:5]1[CH:18]=[C:17]2[C:8]([N:9]3[CH:14]([C:15](=[O:19])[NH:16]2)[CH2:13][N:12]([C:20]([O:22][C:23]([CH3:26])([CH3:25])[CH3:24])=[O:21])[CH2:11][CH2:10]3)=[N:7][CH:6]=1)=O.[H-].[Na+].[H-].[Al+3].[Li+].[H-].[H-].[H-].CO. Product: [C:23]([O:22][C:20]([N:12]1[CH2:11][CH2:10][N:9]2[CH:14]([C:15](=[O:19])[NH:16][C:17]3[C:8]2=[N:7][CH:6]=[C:5]([CH2:3][OH:2])[CH:18]=3)[CH2:13]1)=[O:21])([CH3:26])([CH3:24])[CH3:25]. The catalyst class is: 253. (7) Reactant: [F:1][C:2]1[CH:11]=[CH:10][CH:9]=[C:8]2[C:3]=1[CH2:4][CH2:5][CH2:6][C:7]2=O.CN(C)[CH:15]=[O:16].P(Br)(Br)[Br:19]. Product: [Br:19][C:7]1[C:8]2[C:3](=[C:2]([F:1])[CH:11]=[CH:10][CH:9]=2)[CH2:4][CH2:5][C:6]=1[CH:15]=[O:16]. The catalyst class is: 22.